Predict which catalyst facilitates the given reaction. From a dataset of Catalyst prediction with 721,799 reactions and 888 catalyst types from USPTO. (1) Reactant: C1(P(C2C=CC=CC=2)C2C=CC=CC=2)C=CC=CC=1.BrN1C(=O)CCC1=O.[CH:28]1([CH2:33][CH:34]([C:38]2[CH:43]=[CH:42][C:41]([S:44]([CH3:47])(=[O:46])=[O:45])=[CH:40][CH:39]=2)[C:35]([OH:37])=O)[CH2:32][CH2:31][CH2:30][CH2:29]1.[NH2:48][C:49]1[CH:54]=[CH:53][C:52]([CH3:55])=[CH:51][N:50]=1. Product: [CH:28]1([CH2:33][CH:34]([C:38]2[CH:43]=[CH:42][C:41]([S:44]([CH3:47])(=[O:46])=[O:45])=[CH:40][CH:39]=2)[C:35]([NH:48][C:49]2[CH:54]=[CH:53][C:52]([CH3:55])=[CH:51][N:50]=2)=[O:37])[CH2:29][CH2:30][CH2:31][CH2:32]1. The catalyst class is: 2. (2) Reactant: [C:1]([C:3]1[CH:4]=[C:5]([C:13]2[O:17][N:16]=[C:15]([C:18]3[CH:27]=[CH:26][CH:25]=[C:24]4[C:19]=3[CH2:20][CH2:21][CH2:22][C@@H:23]4[NH:28][CH2:29][C:30]([O:32][CH3:33])=[O:31])[N:14]=2)[CH:6]=[CH:7][C:8]=1[O:9][CH:10]([CH3:12])[CH3:11])#[N:2].[CH3:34][C:35]([O:38][C:39](O[C:39]([O:38][C:35]([CH3:37])([CH3:36])[CH3:34])=[O:40])=[O:40])([CH3:37])[CH3:36]. Product: [C:35]([O:38][C:39]([N:28]([C@@H:23]1[C:24]2[C:19](=[C:18]([C:15]3[N:14]=[C:13]([C:5]4[CH:6]=[CH:7][C:8]([O:9][CH:10]([CH3:12])[CH3:11])=[C:3]([C:1]#[N:2])[CH:4]=4)[O:17][N:16]=3)[CH:27]=[CH:26][CH:25]=2)[CH2:20][CH2:21][CH2:22]1)[CH2:29][C:30]([O:32][CH3:33])=[O:31])=[O:40])([CH3:37])([CH3:36])[CH3:34]. The catalyst class is: 2. (3) Reactant: Cl[C:2]1[C:7]([N+:8]([O-])=O)=[CH:6][CH:5]=[CH:4][N:3]=1.Cl.[CH2:12]([O:14][C:15](=[O:18])[CH2:16][NH2:17])[CH3:13].C([O-])([O-])=O.[K+].[K+]. Product: [CH2:12]([O:14][C:15](=[O:18])[CH2:16][NH:17][C:2]1[C:7]([NH2:8])=[CH:6][CH:5]=[CH:4][N:3]=1)[CH3:13]. The catalyst class is: 11. (4) Reactant: [CH:1]1([CH2:4][O:5][C:6]2[CH:7]=[C:8]([C:16]3[N:21]4[N:22]=[C:23]([C:25]5[CH:26]=[N:27][CH:28]=[CH:29][CH:30]=5)[N:24]=[C:20]4[N:19]=[CH:18][CH:17]=3)[CH:9]=[CH:10][C:11]=2[O:12][CH:13]([F:15])[F:14])[CH2:3][CH2:2]1.[S:31](=[O:35])(=[O:34])([OH:33])[OH:32]. Product: [S:31](=[O:33])(=[O:32])([OH:35])[O-:34].[CH:1]1([CH2:4][O:5][C:6]2[CH:7]=[C:8]([C:16]3[N:21]4[N:22]=[C:23]([C:25]5[CH:26]=[NH+:27][CH:28]=[CH:29][CH:30]=5)[N:24]=[C:20]4[N:19]=[CH:18][CH:17]=3)[CH:9]=[CH:10][C:11]=2[O:12][CH:13]([F:15])[F:14])[CH2:3][CH2:2]1. The catalyst class is: 2. (5) Reactant: [Br:1][C:2]1[CH:7]=[CH:6][N:5]=[C:4]([C:8]([OH:10])=O)[CH:3]=1.C([N:13]([CH2:16]C)CC)C.[C:18](C1NC=CN=1)(C1NC=CN=1)=[O:19]. Product: [CH3:18][O:19][N:13]([CH3:16])[C:8]([C:4]1[CH:3]=[C:2]([Br:1])[CH:7]=[CH:6][N:5]=1)=[O:10]. The catalyst class is: 1. (6) Reactant: C(OC([N:8]1[CH2:13][CH2:12][N:11]([C:14]([C:16]2[N:20]=[CH:19][N:18]([C:21]3[CH:26]=[CH:25][CH:24]=[CH:23][CH:22]=3)[N:17]=2)=[O:15])[C:10]([CH3:28])([CH3:27])[CH2:9]1)=O)(C)(C)C.[C:29]([OH:35])([C:31]([F:34])([F:33])[F:32])=[O:30]. Product: [F:32][C:31]([F:34])([F:33])[C:29]([OH:35])=[O:30].[CH3:27][C:10]1([CH3:28])[CH2:9][NH:8][CH2:13][CH2:12][N:11]1[C:14]([C:16]1[N:20]=[CH:19][N:18]([C:21]2[CH:26]=[CH:25][CH:24]=[CH:23][CH:22]=2)[N:17]=1)=[O:15]. The catalyst class is: 2. (7) Reactant: [CH3:1][C:2]([O:5][C:6]([NH:8][CH:9]1[CH2:14][CH2:13][N:12]([CH2:15][CH:16]([C:21]2[C:30]3[C:25](=[CH:26][CH:27]=[C:28]([O:31][CH3:32])[N:29]=3)[N:24]=[CH:23][C:22]=2[F:33])[C:17](OC)=[O:18])[CH2:11][CH2:10]1)=[O:7])([CH3:4])[CH3:3].[H-].[Al+3].[Li+].[H-].[H-].[H-].O.[OH-].[Na+]. Product: [F:33][C:22]1[CH:23]=[N:24][C:25]2[C:30]([C:21]=1[CH:16]([CH2:17][OH:18])[CH2:15][N:12]1[CH2:11][CH2:10][CH:9]([NH:8][C:6](=[O:7])[O:5][C:2]([CH3:3])([CH3:4])[CH3:1])[CH2:14][CH2:13]1)=[N:29][C:28]([O:31][CH3:32])=[CH:27][CH:26]=2. The catalyst class is: 1. (8) Reactant: [C:1]([C:5]1[CH:6]=[C:7]([NH:16][C:17]([NH:19][C:20]2[C:29]3[C:24](=[CH:25][CH:26]=[CH:27][CH:28]=3)[C:23]([O:30][C:31]3[CH:36]=[CH:35][N:34]=[C:33]([NH:37][C:38]4[CH:43]=[C:42]([O:44][CH2:45][CH2:46][O:47][CH2:48][CH2:49][O:50][CH2:51][CH2:52][O:53][CH3:54])[CH:41]=[C:40]([O:55][CH3:56])[CH:39]=4)[N:32]=3)=[CH:22][CH:21]=2)=[O:18])[C:8]([O:14][CH3:15])=[C:9]([CH:13]=1)[C:10](O)=[O:11])([CH3:4])([CH3:3])[CH3:2].C([N:59](CC)CC)C.C(P1(=O)OP(CCC)(=O)OP(CCC)(=O)O1)CC.C[CH2:83][O:84][C:85]([CH3:87])=[O:86]. Product: [C:1]([C:5]1[CH:6]=[C:7]([NH:16][C:17]([NH:19][C:20]2[C:29]3[C:24](=[CH:25][CH:26]=[CH:27][CH:28]=3)[C:23]([O:30][C:31]3[CH:36]=[CH:35][N:34]=[C:33]([NH:37][C:38]4[CH:43]=[C:42]([O:44][CH2:45][CH2:46][O:47][CH2:48][CH2:49][O:50][CH2:51][CH2:52][O:53][CH3:54])[CH:41]=[C:40]([O:55][CH3:56])[CH:39]=4)[N:32]=3)=[CH:22][CH:21]=2)=[O:18])[C:8]([O:14][CH3:15])=[C:9]([CH:13]=1)[C:10]([NH:59][CH2:87][C:85]([O:84][CH3:83])=[O:86])=[O:11])([CH3:2])([CH3:3])[CH3:4]. The catalyst class is: 2. (9) Reactant: [F:1][C:2]1([CH3:12])[CH2:5][C:4]([CH3:11])([C:6]([O:8]CC)=[O:7])[CH2:3]1.[OH-].[Na+]. Product: [F:1][C:2]1([CH3:12])[CH2:5][C:4]([CH3:11])([C:6]([OH:8])=[O:7])[CH2:3]1. The catalyst class is: 8. (10) Reactant: [NH2:1][C:2]1[N:3]=[N:4][C:5]([Cl:8])=[CH:6][CH:7]=1.Cl[CH2:10][CH:11]=O.C(=O)(O)[O-].[Na+].C(Cl)Cl. Product: [Cl:8][C:5]1[CH:6]=[CH:7][C:2]2[N:3]([CH:10]=[CH:11][N:1]=2)[N:4]=1. The catalyst class is: 14.